This data is from Reaction yield outcomes from USPTO patents with 853,638 reactions. The task is: Predict the reaction yield, written as a fraction of the theoretical maximum amount of product (1.0 means a 100% yield; for example, 0.34 means a 34% yield). (1) The reactants are [F:1][C:2]1[CH:10]=[C:9]2[C:5]([C:6](=[O:25])[N:7]([CH:12]3[CH2:17][CH2:16][N:15]([C:18]([O:20][C:21]([CH3:24])([CH3:23])[CH3:22])=[O:19])[CH2:14][CH2:13]3)[CH:8]2[CH3:11])=[C:4](I)[CH:3]=1.[Cu][C:28]#[N:29].ClCCl.C(O)C. The catalyst is CN(C)C=O. The product is [C:28]([C:4]1[CH:3]=[C:2]([F:1])[CH:10]=[C:9]2[C:5]=1[C:6](=[O:25])[N:7]([CH:12]1[CH2:13][CH2:14][N:15]([C:18]([O:20][C:21]([CH3:24])([CH3:23])[CH3:22])=[O:19])[CH2:16][CH2:17]1)[CH:8]2[CH3:11])#[N:29]. The yield is 0.930. (2) The reactants are [O:1]1[C:6]2[CH:7]=[CH:8][C:9]([OH:11])=[CH:10][C:5]=2[O:4][CH2:3][CH2:2]1.C([Mg]Cl)(C)C.[F:17][C:18]1[CH:19]=[CH:20][CH:21]=[C:22]2[C:26]=1[N:25]([CH:27]([C:34]1[CH:39]=[CH:38][CH:37]=[CH:36][CH:35]=1)[C:28]1[CH:33]=[CH:32][CH:31]=[CH:30][CH:29]=1)[C:24](=[O:40])[C:23]2=[O:41].ClCCl. The catalyst is O1CCCC1. The product is [C:34]1([CH:27]([C:28]2[CH:33]=[CH:32][CH:31]=[CH:30][CH:29]=2)[N:25]2[C:26]3[C:22](=[CH:21][CH:20]=[CH:19][C:18]=3[F:17])[C:23]([OH:41])([C:8]3[C:9]([OH:11])=[CH:10][C:5]4[O:4][CH2:3][CH2:2][O:1][C:6]=4[CH:7]=3)[C:24]2=[O:40])[CH:35]=[CH:36][CH:37]=[CH:38][CH:39]=1. The yield is 0.840. (3) The reactants are Br[C:2]1[CH:24]=[N:23][C:5]2[N:6]([CH2:15][O:16][CH2:17][CH2:18][Si:19]([CH3:22])([CH3:21])[CH3:20])[C:7]3[CH:12]=[N:11][C:10]([C:13]#[N:14])=[CH:9][C:8]=3[C:4]=2[CH:3]=1.[B:25]1([B:25]2[O:29][C:28]([CH3:31])([CH3:30])[C:27]([CH3:33])([CH3:32])[O:26]2)[O:29][C:28]([CH3:31])([CH3:30])[C:27]([CH3:33])([CH3:32])[O:26]1.C([O-])(=O)C.[K+]. The catalyst is O1CCOCC1.CS(C)=O.C1(P(C2C=CC=CC=2)[C-]2C=CC=C2)C=CC=CC=1.[C-]1(P(C2C=CC=CC=2)C2C=CC=CC=2)C=CC=C1.[Fe+2].Cl[Pd]Cl. The product is [CH3:32][C:27]1([CH3:33])[C:28]([CH3:31])([CH3:30])[O:29][B:25]([C:2]2[CH:24]=[N:23][C:5]3[N:6]([CH2:15][O:16][CH2:17][CH2:18][Si:19]([CH3:22])([CH3:21])[CH3:20])[C:7]4[CH:12]=[N:11][C:10]([C:13]#[N:14])=[CH:9][C:8]=4[C:4]=3[CH:3]=2)[O:26]1. The yield is 0.840.